This data is from Kir2.1 potassium channel HTS with 301,493 compounds. The task is: Binary Classification. Given a drug SMILES string, predict its activity (active/inactive) in a high-throughput screening assay against a specified biological target. The drug is Clc1ccc(C(=O)NNC(=O)C2CN(C(=O)C2)c2cc(OC)ccc2)cc1. The result is 0 (inactive).